From a dataset of Catalyst prediction with 721,799 reactions and 888 catalyst types from USPTO. Predict which catalyst facilitates the given reaction. (1) Reactant: [NH2:1][C:2]1[CH:3]=[N:4][C:5]2[C:10]([C:11]=1[NH:12][CH2:13][CH2:14][CH2:15][NH:16][C:17](=[O:23])[O:18][C:19]([CH3:22])([CH3:21])[CH3:20])=[CH:9][CH:8]=[C:7]([Br:24])[CH:6]=2.[C:25](N1C=CN=C1)(N1C=CN=C1)=[S:26]. Product: [Br:24][C:7]1[CH:8]=[CH:9][C:10]2[C:11]3[N:12]([CH2:13][CH2:14][CH2:15][NH:16][C:17](=[O:23])[O:18][C:19]([CH3:21])([CH3:20])[CH3:22])[C:25](=[S:26])[NH:1][C:2]=3[CH:3]=[N:4][C:5]=2[CH:6]=1. The catalyst class is: 1. (2) Reactant: Cl[C:2]1[CH:11]=[CH:10][N:9]=[C:8]2[C:3]=1[C:4]1[CH:16]=[CH:15][CH:14]=[CH:13][C:5]=1[C:6](=[O:12])[NH:7]2.CO[C:19]1[CH:26]=[CH:25][CH:24]=[CH:23][C:20]=1[CH2:21][NH2:22].C1(P(C2CCCCC2)C2C=CC=CC=2C2C(C(C)C)=CC(C(C)C)=CC=2C(C)C)CCCCC1.C[C:62](C)([O-:64])C.[Na+]. Product: [CH3:62][O:64][C:24]1[CH:23]=[C:20]([CH:19]=[CH:26][CH:25]=1)[CH2:21][NH:22][C:2]1[CH:11]=[CH:10][N:9]=[C:8]2[C:3]=1[C:4]1[CH:16]=[CH:15][CH:14]=[CH:13][C:5]=1[C:6](=[O:12])[NH:7]2. The catalyst class is: 160. (3) Reactant: C[O:2][C:3]([C:5]1[N:6]=[C:7]([C:21]2[C:25]([NH:26][C:27](=[O:36])[C:28]3[C:33]([F:34])=[CH:32][CH:31]=[CH:30][C:29]=3[F:35])=[CH:24][N:23]([CH:37]3[CH2:42][CH2:41][CH2:40][CH2:39][O:38]3)[N:22]=2)[NH:8][C:9]=1[CH2:10][CH2:11][CH2:12][NH:13][C:14]([O:16][C:17]([CH3:20])([CH3:19])[CH3:18])=[O:15])=[O:4].[OH-].[Na+]. Product: [C:17]([O:16][C:14]([NH:13][CH2:12][CH2:11][CH2:10][C:9]1[NH:8][C:7]([C:21]2[C:25]([NH:26][C:27](=[O:36])[C:28]3[C:33]([F:34])=[CH:32][CH:31]=[CH:30][C:29]=3[F:35])=[CH:24][N:23]([CH:37]3[CH2:42][CH2:41][CH2:40][CH2:39][O:38]3)[N:22]=2)=[N:6][C:5]=1[C:3]([OH:4])=[O:2])=[O:15])([CH3:20])([CH3:18])[CH3:19]. The catalyst class is: 5. (4) Reactant: [H-].[Na+].[Cl:3][C:4]1[CH:9]=[CH:8][CH:7]=[CH:6][C:5]=1[CH2:10][C:11]#[N:12].[C:13]([O:17][C:18](=[O:26])[N:19]([CH2:23][CH2:24]Cl)[CH2:20][CH2:21]Cl)([CH3:16])([CH3:15])[CH3:14]. Product: [C:13]([O:17][C:18]([N:19]1[CH2:23][CH2:24][C:10]([C:5]2[CH:6]=[CH:7][CH:8]=[CH:9][C:4]=2[Cl:3])([C:11]#[N:12])[CH2:21][CH2:20]1)=[O:26])([CH3:16])([CH3:15])[CH3:14]. The catalyst class is: 3. (5) Reactant: [CH2:1]([C:5]1[N:6]=[C:7]([CH3:29])[NH:8][C:9](=[O:28])[C:10]=1[CH2:11][C:12]1[C:17]([F:18])=[CH:16][C:15]([C:19]2[C:20]([C:25]#[N:26])=[CH:21][CH:22]=[CH:23][CH:24]=2)=[CH:14][C:13]=1[F:27])[CH2:2][CH2:3][CH3:4].[C:30]1(B(O)O)[CH:35]=[CH:34][CH:33]=[CH:32][CH:31]=1.C(N(CC)CC)C.N1C=CC=CC=1. Product: [CH2:1]([C:5]1[N:6]=[C:7]([CH3:29])[N:8]([C:30]2[CH:35]=[CH:34][CH:33]=[CH:32][CH:31]=2)[C:9](=[O:28])[C:10]=1[CH2:11][C:12]1[C:13]([F:27])=[CH:14][C:15]([C:19]2[C:20]([C:25]#[N:26])=[CH:21][CH:22]=[CH:23][CH:24]=2)=[CH:16][C:17]=1[F:18])[CH2:2][CH2:3][CH3:4]. The catalyst class is: 297. (6) Reactant: Cl[C:2]1[CH:3]=[CH:4][C:5]([N+:9]([O-:11])=[O:10])=[C:6]([NH2:8])[CH:7]=1.[NH:12]1[CH2:17][CH2:16][NH:15][CH2:14][CH2:13]1.C([O-])([O-])=O.[K+].[K+]. Product: [N+:9]([C:5]1[CH:4]=[CH:3][C:2]([N:12]2[CH2:17][CH2:16][NH:15][CH2:14][CH2:13]2)=[CH:7][C:6]=1[NH2:8])([O-:11])=[O:10]. The catalyst class is: 3. (7) Reactant: [N+:1]([O-:4])([O-:3])=[O:2].[CH3:5][NH+:6]1[CH2:10][CH2:9][N:8]([CH3:11])[CH:7]1Cl.[CH3:13][N-:14][CH3:15].[Li+]. Product: [N+:1]([O-:4])([O-:3])=[O:2].[CH3:5][NH+:6]1[CH2:10][CH2:9][N:8]([CH3:11])[CH:7]1[N:14]([CH3:15])[CH3:13]. The catalyst class is: 10. (8) Reactant: [Cl:1][C:2]1[C:3]([N:11]2[CH2:16][CH2:15][NH:14][CH2:13][CH2:12]2)=[N:4][CH:5]=[C:6]([CH:10]=1)[C:7]([O-:9])=[O:8].[NH2+]1CCNCC1.[CH2:23](O)[CH2:24][CH2:25][CH3:26].S(=O)(=O)(O)O.C([O-])(O)=O.[Na+].[NH4+].[OH-]. Product: [Cl:1][C:2]1[C:3]([N:11]2[CH2:12][CH2:13][NH:14][CH2:15][CH2:16]2)=[N:4][CH:5]=[C:6]([CH:10]=1)[C:7]([O:9][CH2:23][CH2:24][CH2:25][CH3:26])=[O:8]. The catalyst class is: 125. (9) Product: [Cl:1][C:2]1[CH:14]=[CH:13][C:12]([Cl:15])=[CH:11][C:3]=1[C:4]([NH:6][CH2:7][CH2:8][N:9]([CH:37]=[O:38])[OH:10])=[O:5]. Reactant: [Cl:1][C:2]1[CH:14]=[CH:13][C:12]([Cl:15])=[CH:11][C:3]=1[C:4]([NH:6][CH2:7][CH:8]=[N:9][OH:10])=[O:5].CN(C1C=CC(N=NC2C=CC(S(O)(=O)=O)=CC=2)=CC=1)C.[CH3:37][OH:38].Cl.C([BH3-])#N.[Na+]. The catalyst class is: 5.